From a dataset of Reaction yield outcomes from USPTO patents with 853,638 reactions. Predict the reaction yield, written as a fraction of the theoretical maximum amount of product (1.0 means a 100% yield; for example, 0.34 means a 34% yield). (1) The reactants are [CH2:1]([O:3][C:4]([N:6]1[CH2:11][CH2:10][CH:9]([C:12]2[C:20]3[C:15](=[CH:16][C:17]([F:21])=[CH:18][CH:19]=3)[NH:14][CH:13]=2)[CH2:8][CH2:7]1)=[O:5])[CH3:2].[Cl:22][C:23]1[S:24][C:25]([CH2:28]Cl)=[CH:26][CH:27]=1. No catalyst specified. The product is [CH2:1]([O:3][C:4]([N:6]1[CH2:11][CH2:10][CH:9]([C:12]2[C:20]3[C:15](=[CH:16][C:17]([F:21])=[CH:18][CH:19]=3)[N:14]([CH2:28][C:25]3[S:24][C:23]([Cl:22])=[CH:27][CH:26]=3)[CH:13]=2)[CH2:8][CH2:7]1)=[O:5])[CH3:2]. The yield is 0.680. (2) The reactants are [OH:1][C:2]1[CH:3]=[CH:4][C:5]2[N:9]=[C:8]([CH2:10][O:11][C:12]3[CH:13]=[C:14]([CH:19]=[CH:20][CH:21]=3)[C:15]([O:17][CH3:18])=[O:16])[N:7]([CH3:22])[C:6]=2[CH:23]=1.[Br:24][C:25]1[CH:26]=[C:27]([F:32])[C:28](F)=[N:29][CH:30]=1.N1C2C(=CC=C3C=2N=CC=C3)C=CC=1.C(=O)([O-])[O-].[Cs+].[Cs+]. The catalyst is [Cu](I)I.CN(C=O)C. The product is [Br:24][C:25]1[CH:26]=[C:27]([F:32])[C:28]([O:1][C:2]2[CH:3]=[CH:4][C:5]3[N:9]=[C:8]([CH2:10][O:11][C:12]4[CH:13]=[C:14]([CH:19]=[CH:20][CH:21]=4)[C:15]([O:17][CH3:18])=[O:16])[N:7]([CH3:22])[C:6]=3[CH:23]=2)=[N:29][CH:30]=1. The yield is 0.660. (3) The reactants are [CH3:1][N:2]([CH:21]([CH3:23])[CH3:22])[CH:3]1[C:12]2[C:7](=[CH:8][C:9]([C:13]#[C:14][Si](C)(C)C)=[CH:10][CH:11]=2)[C:6]([CH3:20])([CH3:19])[CH2:5][CH2:4]1.CO.C(=O)([O-])[O-].[K+].[K+]. The catalyst is C(OCC)(=O)C. The product is [C:13]([C:9]1[CH:8]=[C:7]2[C:12](=[CH:11][CH:10]=1)[CH:3]([N:2]([CH:21]([CH3:22])[CH3:23])[CH3:1])[CH2:4][CH2:5][C:6]2([CH3:19])[CH3:20])#[CH:14]. The yield is 0.800. (4) The reactants are [OH:1][CH2:2][C:3]([CH3:11])([CH3:10])[C:4]([NH:6][CH2:7][CH2:8][CH3:9])=[O:5].[H-].[Na+].[N+:14]([C:17]1[CH:24]=[CH:23][CH:22]=[C:21]([N+]([O-])=O)[C:18]=1[C:19]#[N:20])([O-:16])=[O:15]. The catalyst is C1COCC1. The product is [C:19]([C:18]1[C:17]([N+:14]([O-:16])=[O:15])=[CH:24][CH:23]=[CH:22][C:21]=1[O:1][CH2:2][C:3]([CH3:10])([CH3:11])[C:4]([NH:6][CH2:7][CH2:8][CH3:9])=[O:5])#[N:20]. The yield is 0.720. (5) The catalyst is C1COCC1. The product is [Cl:1][C:2]1[C:11]([C@@H:12]([NH:14][S@@:15]([C:17]([CH3:18])([CH3:19])[CH3:20])=[O:16])[CH3:13])=[CH:10][C:9]2[C:4](=[CH:5][C:6]([O:22][CH2:23][C:24]3[CH:29]=[CH:28][CH:27]=[CH:26][N:25]=3)=[C:7]([Cl:21])[CH:8]=2)[N:3]=1. The yield is 0.300. The reactants are [Cl:1][C:2]1[C:11](/[C:12](=[N:14]/[S@@:15]([C:17]([CH3:20])([CH3:19])[CH3:18])=[O:16])/[CH3:13])=[CH:10][C:9]2[C:4](=[CH:5][C:6]([O:22][CH2:23][C:24]3[CH:29]=[CH:28][CH:27]=[CH:26][N:25]=3)=[C:7]([Cl:21])[CH:8]=2)[N:3]=1.CCC(C)[BH-](C(C)CC)C(C)CC.[Li+].